Dataset: Peptide-MHC class II binding affinity with 134,281 pairs from IEDB. Task: Regression. Given a peptide amino acid sequence and an MHC pseudo amino acid sequence, predict their binding affinity value. This is MHC class II binding data. (1) The peptide sequence is GFPVRPQVPLRPMTYKGAFDL. The MHC is HLA-DQA10201-DQB10202 with pseudo-sequence HLA-DQA10201-DQB10202. The binding affinity (normalized) is 0.0904. (2) The peptide sequence is GEPKGAAESSSKAAL. The MHC is HLA-DQA10102-DQB10602 with pseudo-sequence HLA-DQA10102-DQB10602. The binding affinity (normalized) is 0.369.